From a dataset of Retrosynthesis with 50K atom-mapped reactions and 10 reaction types from USPTO. Predict the reactants needed to synthesize the given product. (1) Given the product C=CCOc1ccc(C2CCN(C(=O)OC(C)(C)C)CC2OCc2cc(OC)c3ccccc3c2OC)cc1, predict the reactants needed to synthesize it. The reactants are: C=CCOc1ccc(C2CCN(C(=O)OC(C)(C)C)CC2O)cc1.COc1cc(CCl)c(OC)c2ccccc12. (2) The reactants are: CNCCO.O=C(Nc1ccc(SC(F)(F)F)cc1)c1cnc(Cl)c(Br)c1. Given the product CN(CCO)c1ncc(C(=O)Nc2ccc(SC(F)(F)F)cc2)cc1Br, predict the reactants needed to synthesize it. (3) Given the product CC(c1ccc(Oc2ccc(C#N)cc2F)cc1Cl)C(O)(c1ccc2c(c1)n(C)c(=O)n2C)C(F)(F)F, predict the reactants needed to synthesize it. The reactants are: CC(c1ccc(O)cc1Cl)C(O)(c1ccc2c(c1)n(C)c(=O)n2C)C(F)(F)F.N#Cc1ccc(F)c(F)c1. (4) Given the product O=C(O)c1ccc(C(F)(F)F)cc1Oc1ccccc1, predict the reactants needed to synthesize it. The reactants are: O=C(O)c1ccc(C(F)(F)F)cc1F.Oc1ccccc1. (5) The reactants are: CC(C)(C)OC(=O)OC(=O)OC(C)(C)C.Nc1cc(Cl)nc2ccnn12. Given the product CC(C)(C)OC(=O)Nc1cc(Cl)nc2ccnn12, predict the reactants needed to synthesize it.